From a dataset of Reaction yield outcomes from USPTO patents with 853,638 reactions. Predict the reaction yield, written as a fraction of the theoretical maximum amount of product (1.0 means a 100% yield; for example, 0.34 means a 34% yield). (1) The reactants are [OH-].[Li+].[F:3][C:4]1[CH:40]=[C:39]([F:41])[CH:38]=[CH:37][C:5]=1[CH2:6][N:7]([CH2:30][CH2:31][CH2:32][CH2:33][CH2:34][CH2:35][CH3:36])[C:8](=[O:29])[CH2:9][CH2:10][C:11]1[CH:28]=[CH:27][C:14]([O:15][CH2:16][C:17]2[CH:26]=[CH:25][CH:24]=[CH:23][C:18]=2[C:19]([O:21]C)=[O:20])=[CH:13][CH:12]=1. The catalyst is O.C1COCC1. The product is [F:3][C:4]1[CH:40]=[C:39]([F:41])[CH:38]=[CH:37][C:5]=1[CH2:6][N:7]([CH2:30][CH2:31][CH2:32][CH2:33][CH2:34][CH2:35][CH3:36])[C:8](=[O:29])[CH2:9][CH2:10][C:11]1[CH:28]=[CH:27][C:14]([O:15][CH2:16][C:17]2[CH:26]=[CH:25][CH:24]=[CH:23][C:18]=2[C:19]([OH:21])=[O:20])=[CH:13][CH:12]=1. The yield is 0.830. (2) The reactants are [Cl:1][C:2]1[CH:7]=[CH:6][CH:5]=[CH:4][C:3]=1[C:8]1[C:12]([C:13](OC)=[O:14])=[CH:11][N:10]([C:17]2[C:22]([CH3:23])=[CH:21][N:20]=[C:19]([F:24])[CH:18]=2)[N:9]=1.[AlH4-].[Li+]. The catalyst is C1COCC1. The product is [Cl:1][C:2]1[CH:7]=[CH:6][CH:5]=[CH:4][C:3]=1[C:8]1[C:12]([CH2:13][OH:14])=[CH:11][N:10]([C:17]2[C:22]([CH3:23])=[CH:21][N:20]=[C:19]([F:24])[CH:18]=2)[N:9]=1. The yield is 1.00.